Dataset: Full USPTO retrosynthesis dataset with 1.9M reactions from patents (1976-2016). Task: Predict the reactants needed to synthesize the given product. Given the product [C:27]([NH:26][C:24]1[CH:25]=[C:20]([NH:19][C:12](=[O:14])[C:11]2[CH:15]=[CH:16][C:8]([N:7]3[CH2:6][CH2:5][O:4][CH2:3][S:2]3(=[O:1])=[O:18])=[CH:9][C:10]=2[F:17])[CH:21]=[CH:22][C:23]=1[Cl:35])(=[O:34])[C:28]1[CH:29]=[CH:30][CH:31]=[CH:32][CH:33]=1, predict the reactants needed to synthesize it. The reactants are: [O:1]=[S:2]1(=[O:18])[N:7]([C:8]2[CH:16]=[CH:15][C:11]([C:12]([OH:14])=O)=[C:10]([F:17])[CH:9]=2)[CH2:6][CH2:5][O:4][CH2:3]1.[NH2:19][C:20]1[CH:21]=[CH:22][C:23]([Cl:35])=[C:24]([NH:26][C:27](=[O:34])[C:28]2[CH:33]=[CH:32][CH:31]=[CH:30][CH:29]=2)[CH:25]=1.CN(C(ON1N=NC2C=CC=NC1=2)=[N+](C)C)C.F[P-](F)(F)(F)(F)F.CCN(C(C)C)C(C)C.